The task is: Binary Classification. Given a miRNA mature sequence and a target amino acid sequence, predict their likelihood of interaction.. This data is from Experimentally validated miRNA-target interactions with 360,000+ pairs, plus equal number of negative samples. (1) The protein sequence of the target gene is MAVQVVQAVQAVHLESDAFLVCLNHALSTEKEEVMGLCIGELNDDTRSDSKFAYTGTEMRTVAEKVDAVRIVHIHSVIILRRSDKRKDRVEISPEQLSAASTEAERLAELTGRPMRVVGWYHSHPHITVWPSHVDVRTQAMYQMMDQGFVGLIFSCFIEDKNTKTGRVLYTCFQSIQAQKSSESLHGPRDFWSSSQHISIEGQKEEERYERIEIPIHIVPHVTIGKVCLESAVELPKILCQEEQDAYRRIHSLTHLDSVTKIHNGSVFTKNLCSQMSAVSGPLLQWLEDRLEQNQQHLQE.... Result: 0 (no interaction). The miRNA is hsa-miR-425-3p with sequence AUCGGGAAUGUCGUGUCCGCCC. (2) The miRNA is hsa-miR-6754-5p with sequence CCAGGGAGGCUGGUUUGGAGGA. The protein sequence of the target gene is MDKLKKVLSGQDTEDRSGLSEVVEASSLSWSTRIKGFIACFAIGILCSLLGTVLLWVPRKGLHLFAVFYTFGNIASIGSTIFLMGPVKQLKRMFEPTRLIATIMVLLCFALTLCSAFWWHNKGLALIFCILQSLALTWYSLSFIPFARDAVKKCFAVCLA. Result: 1 (interaction). (3) Result: 1 (interaction). The protein sequence of the target gene is MAALGRPFSGLPLSGGSDFLQPPQPAFPGRAFPPGADGAELAPRPGPRAVPSSPAGSAARGRVSVHCKKKHKREEEEDDDCPVRKKRITEAELCAGPNDWILCAHQDVEGHGVNPSVSGLSIPGILDVICEEMDQTTGEPQCEVARRKLQEIEDRIIDEDEEVEADRNVNHLPSLVLSDTMKTGLKREFDEVFTKKMIESMSRPSMELVLWKPLPELLSDKPKPSSNTKNYTGESQAKHVAAGTAFPQRTELFSEPRPTGMSLYNSLETATSTEEEMEL. The miRNA is hsa-miR-4802-5p with sequence UAUGGAGGUUCUAGACCAUGUU. (4) The miRNA is hsa-miR-559 with sequence UAAAGUAAAUAUGCACCAAAA. The protein sequence of the target gene is MEYERRGGRGDRTGRYGATDRSQDDGGENRSRDHDYRDMDYRSYPREYGSQEGKHDYDDSSEEQSAEDSYEASPGSETQRRRRRRHRHSPTGPPGFPRDGDYRDQDYRTEQGEEEEEEEDEEEEEKASNIVMLRMLPQAATEDDIRGQLQSHGVQAREVRLMRNKSSGQSRGFAFVEFSHLQDATRWMEANQHSLNILGQKVSMHYSDPKPKINEDWLCNKCGVQNFKRREKCFKCGVPKSEAEQKLPLGTRLDQQTLPLGGRELSQGLLPLPQPYQAQGVLASQALSQGSEPSSENAND.... Result: 0 (no interaction). (5) The protein sequence of the target gene is MKLYVFLVNTGTTLTFDTELTVQTVADLKHAIQSKYKIAIQHQVLVVNGGECMAADRRVCTYSAGTDTNPIFLFNKEMILCDRAPAIPKATFSTENDMEIKVEESLMMPAVFHTVASRTQLAVEMYDVAKKLCSFCEGLVHDEHLQHQGWAAIMANLEDCSNSYQKLLFKFESIYSDYLQSIEDIKLKLTHLGTAVSVMAKIPLLECLTRHSYRECLGRPDSLNEHEGSEKAEMKRSTELVLSPDMPRTTNTSLVTSFHKSMEHVAPDPTGTERGKELRESCQSTVQQEEASVDAKDSDL.... Result: 0 (no interaction). The miRNA is mmu-miR-3102-3p with sequence GAGCACCCCAUUGGCUACCCACA.